This data is from Forward reaction prediction with 1.9M reactions from USPTO patents (1976-2016). The task is: Predict the product of the given reaction. Given the reactants [CH2:1]([NH:3][C:4]([NH:6][C:7]1[CH:12]=[CH:11][C:10]([C:13]2[N:14]=[C:15]([N:26]3[CH2:31][CH2:30][O:29][CH2:28][C@@H:27]3[CH3:32])[C:16]3[CH2:17][CH2:18][N:19]4[C@H:23]([C:24]=3[N:25]=2)[CH2:22][CH2:21][CH2:20]4)=[CH:9][CH:8]=1)=[O:5])[CH3:2].B(O)O.C([O-])(=O)C.[K+].C(#N)C, predict the reaction product. The product is: [CH2:1]([NH:3][C:4]([NH:6][C:7]1[CH:8]=[CH:9][C:10]([C:13]2[N:14]=[C:15]([N:26]3[CH2:31][CH2:30][O:29][CH2:28][C@@H:27]3[CH3:32])[C:16]3[CH2:17][CH2:18][N:19]4[C@@H:23]([C:24]=3[N:25]=2)[CH2:22][CH2:21][CH2:20]4)=[CH:11][CH:12]=1)=[O:5])[CH3:2].